From a dataset of Forward reaction prediction with 1.9M reactions from USPTO patents (1976-2016). Predict the product of the given reaction. (1) The product is: [C:18]([NH:9][CH:10]([CH2:16][SH:17])[C:11]([O:13][CH2:14][CH3:15])=[O:12])(=[O:22])[CH2:19][CH2:20][CH3:21]. Given the reactants C(N(CC)CC)C.Cl.[NH2:9][CH:10]([CH2:16][SH:17])[C:11]([O:13][CH2:14][CH3:15])=[O:12].[C:18](Cl)(=[O:22])[CH2:19][CH2:20][CH3:21], predict the reaction product. (2) Given the reactants [CH3:1][C:2]1[C:7]([N+:8]([O-:10])=[O:9])=[CH:6][CH:5]=[CH:4][C:3]=1[OH:11].ClC(Cl)(Cl)C(=N)O[C:16]([CH3:19])([CH3:18])[CH3:17].B(F)(F)F.CCOCC.C(=O)(O)[O-].[Na+], predict the reaction product. The product is: [CH3:1][C:2]1[C:3]([O:11][C:16]([CH3:19])([CH3:18])[CH3:17])=[CH:4][CH:5]=[CH:6][C:7]=1[N+:8]([O-:10])=[O:9]. (3) Given the reactants Cl[CH2:2][C:3]([N:5]([CH2:19][C:20]1[CH:25]=[CH:24][CH:23]=[C:22]([Cl:26])[C:21]=1[CH3:27])[C:6]1[N:7]=[C:8]([N:13]2[CH2:18][CH2:17][O:16][CH2:15][CH2:14]2)[S:9][C:10]=1[C:11]#[N:12])=[O:4].[CH3:28][NH:29][CH3:30], predict the reaction product. The product is: [Cl:26][C:22]1[C:21]([CH3:27])=[C:20]([CH2:19][N:5]([C:6]2[N:7]=[C:8]([N:13]3[CH2:18][CH2:17][O:16][CH2:15][CH2:14]3)[S:9][C:10]=2[C:11]#[N:12])[C:3](=[O:4])[CH2:2][N:29]([CH3:30])[CH3:28])[CH:25]=[CH:24][CH:23]=1. (4) Given the reactants C1(P(C2CCCCC2)C2C=CC=CC=2C2C(C(C)C)=CC(C(C)C)=CC=2C(C)C)CCCCC1.[O:35]1[CH2:40][CH2:39][N:38]([C:41]2[N:46]=[C:45]([NH2:47])[CH:44]=[N:43][CH:42]=2)[CH2:37][CH2:36]1.Cl[C:49]1[C:58]2[C:53](=[CH:54][C:55]([F:60])=[CH:56][C:57]=2[F:59])[N:52]=[C:51]([C:61]2[CH:66]=[C:65]([CH3:67])[CH:64]=[CH:63][N:62]=2)[C:50]=1[CH3:68].CC(C)([O-])C.[Na+], predict the reaction product. The product is: [F:59][C:57]1[CH:56]=[C:55]([F:60])[CH:54]=[C:53]2[C:58]=1[C:49]([NH:47][C:45]1[CH:44]=[N:43][CH:42]=[C:41]([N:38]3[CH2:39][CH2:40][O:35][CH2:36][CH2:37]3)[N:46]=1)=[C:50]([CH3:68])[C:51]([C:61]1[CH:66]=[C:65]([CH3:67])[CH:64]=[CH:63][N:62]=1)=[N:52]2. (5) Given the reactants [O:1]=[C:2]1[NH:17][C:6]2[N:7]=[C:8]([O:11][CH2:12][CH2:13][CH2:14][CH:15]=O)[N:9]=[CH:10][C:5]=2[CH:4]=[CH:3]1.Cl.[Cl:19][C:20]1[C:25]([Cl:26])=[CH:24][CH:23]=[CH:22][C:21]=1[N:27]1[CH2:32][CH2:31][NH:30][CH2:29][CH2:28]1.CCN(CC)CC.[BH-](OC(C)=O)(OC(C)=O)OC(C)=O.[Na+], predict the reaction product. The product is: [Cl:19][C:20]1[C:25]([Cl:26])=[CH:24][CH:23]=[CH:22][C:21]=1[N:27]1[CH2:32][CH2:31][N:30]([CH2:15][CH2:14][CH2:13][CH2:12][O:11][C:8]2[N:9]=[CH:10][C:5]3[CH:4]=[CH:3][C:2](=[O:1])[NH:17][C:6]=3[N:7]=2)[CH2:29][CH2:28]1.